This data is from Full USPTO retrosynthesis dataset with 1.9M reactions from patents (1976-2016). The task is: Predict the reactants needed to synthesize the given product. (1) The reactants are: [CH2:1]([N:3](CC)CC)[CH3:2].ClC(OCC)=O.[OH:14][C@@H:15]([CH2:35][CH2:36][CH2:37][CH2:38][CH3:39])[CH2:16][CH2:17][C@@H:18]([O:27][CH2:28][CH:29]1[CH2:33][CH2:32][C:31](=[O:34])[NH:30]1)[C:19]1[S:23][C:22]([C:24]([OH:26])=O)=[CH:21][CH:20]=1.C(N)C. Given the product [CH2:1]([NH:3][C:24]([C:22]1[S:23][C:19]([C@H:18]([O:27][CH2:28][CH:29]2[CH2:33][CH2:32][C:31](=[O:34])[NH:30]2)[CH2:17][CH2:16][C@@H:15]([OH:14])[CH2:35][CH2:36][CH2:37][CH2:38][CH3:39])=[CH:20][CH:21]=1)=[O:26])[CH3:2], predict the reactants needed to synthesize it. (2) Given the product [OH:35][C:36]1[CH:43]=[CH:42][C:39]([CH2:40][NH:3][CH2:4][CH2:5][CH2:6][CH2:7][CH2:8][CH2:9][CH2:10][CH2:11][CH2:12][N:13]2[CH2:18][CH2:17][CH:16]([O:19][C:20](=[O:34])[NH:21][C:22]3[CH:27]=[CH:26][CH:25]=[CH:24][C:23]=3[C:28]3[CH:33]=[CH:32][CH:31]=[CH:30][CH:29]=3)[CH2:15][CH2:14]2)=[CH:38][C:37]=1[F:44], predict the reactants needed to synthesize it. The reactants are: Cl.Cl.[NH2:3][CH2:4][CH2:5][CH2:6][CH2:7][CH2:8][CH2:9][CH2:10][CH2:11][CH2:12][N:13]1[CH2:18][CH2:17][CH:16]([O:19][C:20](=[O:34])[NH:21][C:22]2[CH:27]=[CH:26][CH:25]=[CH:24][C:23]=2[C:28]2[CH:33]=[CH:32][CH:31]=[CH:30][CH:29]=2)[CH2:15][CH2:14]1.[OH:35][C:36]1[CH:43]=[CH:42][C:39]([CH:40]=O)=[CH:38][C:37]=1[F:44].